This data is from Forward reaction prediction with 1.9M reactions from USPTO patents (1976-2016). The task is: Predict the product of the given reaction. (1) Given the reactants C([O:4][CH:5](OC(C)C)[C:6]([CH3:26])([CH3:25])[C:7](=[O:24])[CH2:8][C@@H:9]([O:15][C:16]([O:18][CH2:19][C:20]([Cl:23])([Cl:22])[Cl:21])=[O:17])[C@@H:10]([CH3:14])[CH2:11][CH:12]=[CH2:13])(C)C.O.C1(C)C=CC(S(O)(=O)=O)=CC=1.C([O-])(O)=O.[Na+], predict the reaction product. The product is: [O:24]=[C:7]([CH2:8][C@@H:9]([O:15][C:16]([O:18][CH2:19][C:20]([Cl:21])([Cl:22])[Cl:23])=[O:17])[C@@H:10]([CH3:14])[CH2:11][CH:12]=[CH2:13])[C:6]([CH3:26])([CH3:25])[CH:5]=[O:4]. (2) Given the reactants [CH3:1][Si:2]([C:5]#[CH:6])([CH3:4])[CH3:3].O.Br[C:9]1[C:10]([NH2:17])=[N:11][C:12]([CH3:16])=[C:13]([Br:15])[N:14]=1.C(N(CC)CC)C, predict the reaction product. The product is: [Br:15][C:13]1[N:14]=[C:9]([C:6]#[C:5][Si:2]([CH3:4])([CH3:3])[CH3:1])[C:10]([NH2:17])=[N:11][C:12]=1[CH3:16]. (3) Given the reactants C([O:3][CH:4](OCC)[C:5]1[CH:36]=[CH:35][C:8]([CH2:9][N:10]([CH2:26][CH2:27][CH2:28][N:29]2[CH2:34][CH2:33][O:32][CH2:31][CH2:30]2)[C:11]([NH:13][C@H:14]([C:16]2[C:25]3[C:20](=[CH:21][CH:22]=[CH:23][CH:24]=3)[CH:19]=[CH:18][CH:17]=2)[CH3:15])=[O:12])=[CH:7][CH:6]=1)C.O.C(=O)(O)[O-].[Na+], predict the reaction product. The product is: [CH:4]([C:5]1[CH:36]=[CH:35][C:8]([CH2:9][N:10]([CH2:26][CH2:27][CH2:28][N:29]2[CH2:34][CH2:33][O:32][CH2:31][CH2:30]2)[C:11]([NH:13][C@H:14]([C:16]2[C:25]3[C:20](=[CH:21][CH:22]=[CH:23][CH:24]=3)[CH:19]=[CH:18][CH:17]=2)[CH3:15])=[O:12])=[CH:7][CH:6]=1)=[O:3]. (4) The product is: [CH2:65]([N:67]([CH2:68][CH3:69])[CH2:5][CH2:6][NH:7][C:8]1[CH:13]=[CH:12][CH:11]=[CH:10][C:9]=1[S:14]([CH2:17][C:18]1[C:23]([C:24]([O:26][CH3:27])=[O:25])=[C:22]([O:28][CH3:29])[C:21]([C:30]2[CH:34]=[CH:33][O:32][CH:31]=2)=[CH:20][CH:19]=1)(=[O:16])=[O:15])[CH3:66]. Given the reactants C(N(CC)C[CH2:5][CH2:6][NH:7][C:8]1[CH:13]=[CH:12][CH:11]=[CH:10][C:9]=1[S:14]([CH2:17][C:18]1[C:23]([C:24]([O:26][CH3:27])=[O:25])=[C:22]([O:28][CH3:29])[C:21]([C:30]2[CH:34]=[CH:33][O:32][CH:31]=2)=[CH:20][CH:19]=1)(=[O:16])=[O:15])C.FC1C=CC=CC=1S(CC1C(C(OC)=O)=C(OC)C(C2C=COC=2)=CC=1)(=O)=O.[CH2:65]([N:67](CC)[CH2:68][CH2:69]N)[CH3:66], predict the reaction product. (5) The product is: [CH2:19]([O:18][C:16](=[O:17])[C:15]([OH:21])=[CH:13][C:12]([C:9]1[CH:8]=[CH:7][C:6]([O:5][CH2:4][CH2:3][O:2][CH3:1])=[CH:11][CH:10]=1)=[O:14])[CH3:20]. Given the reactants [CH3:1][O:2][CH2:3][CH2:4][O:5][C:6]1[CH:11]=[CH:10][C:9]([C:12](=[O:14])[CH3:13])=[CH:8][CH:7]=1.[C:15](OCC)(=[O:21])[C:16]([O:18][CH2:19][CH3:20])=[O:17], predict the reaction product. (6) Given the reactants [Cl:1][C:2]1[CH:7]=[CH:6][C:5]([N:8]2[CH:12]=[C:11]([C:13]([OH:15])=O)[N:10]=[C:9]2[C:16]2[CH:21]=[CH:20][C:19]([Cl:22])=[CH:18][C:17]=2[Cl:23])=[CH:4][CH:3]=1.Cl.[CH3:25][NH:26][O:27][CH3:28].CCCP1(OP(CCC)(=O)OP(CCC)(=O)O1)=O, predict the reaction product. The product is: [CH3:28][O:27][N:26]([CH3:25])[C:13]([C:11]1[N:10]=[C:9]([C:16]2[CH:21]=[CH:20][C:19]([Cl:22])=[CH:18][C:17]=2[Cl:23])[N:8]([C:5]2[CH:4]=[CH:3][C:2]([Cl:1])=[CH:7][CH:6]=2)[CH:12]=1)=[O:15]. (7) Given the reactants CC([Si](C)(C)[O:6][C:7]1[CH:16]=[CH:15][C:14]2[C:9](=[CH:10][C:11]([I:17])=[CH:12][CH:13]=2)[CH:8]=1)(C)C.[F-].C([N+](CCCC)(CCCC)CCCC)CCC, predict the reaction product. The product is: [I:17][C:11]1[CH:10]=[C:9]2[C:14]([CH:15]=[CH:16][C:7]([OH:6])=[CH:8]2)=[CH:13][CH:12]=1. (8) Given the reactants [C:1]1([N:7]2[C:11]3=[N:12][CH:13]=[N:14][C:15]([NH:16]/[N:17]=[CH:18]/[C:19]4[CH:27]=[CH:26][C:22]([C:23](O)=[O:24])=[CH:21][CH:20]=4)=[C:10]3[CH:9]=[N:8]2)[CH:6]=[CH:5][CH:4]=[CH:3][CH:2]=1.[CH3:28][O:29][CH2:30][CH2:31][N:32]1[CH2:37][CH2:36][NH:35][CH2:34][CH2:33]1.C1(N2C3=NC=NC(N/N=C/C4C=CC(C(NCCCN5CCCC5)=O)=CC=4)=C3C=N2)C=CC=CC=1, predict the reaction product. The product is: [C:1]1([N:7]2[C:11]3=[N:12][CH:13]=[N:14][C:15]([NH:16][N:17]=[CH:18][C:19]4[CH:27]=[CH:26][C:22]([C:23]([N:35]5[CH2:36][CH2:37][N:32]([CH2:31][CH2:30][O:29][CH3:28])[CH2:33][CH2:34]5)=[O:24])=[CH:21][CH:20]=4)=[C:10]3[CH:9]=[N:8]2)[CH:2]=[CH:3][CH:4]=[CH:5][CH:6]=1. (9) Given the reactants I[C:2]1[CH:7]=[CH:6][C:5]([CH3:8])=[CH:4][CH:3]=1.[NH:9]1[C:17]2[C:12](=[CH:13][C:14]([CH2:18][N:19]3[CH2:24][CH2:23][CH:22]([C:25]4[CH:26]=[C:27]([NH:31][C:32](=[O:36])[CH:33]([CH3:35])[CH3:34])[CH:28]=[CH:29][CH:30]=4)[CH2:21][CH2:20]3)=[CH:15][CH:16]=2)[CH:11]=[CH:10]1, predict the reaction product. The product is: [CH3:35][CH:33]([CH3:34])[C:32]([NH:31][C:27]1[CH:28]=[CH:29][CH:30]=[C:25]([CH:22]2[CH2:23][CH2:24][N:19]([CH2:18][C:14]3[CH:13]=[C:12]4[C:17](=[CH:16][CH:15]=3)[N:9]([C:2]3[CH:7]=[CH:6][C:5]([CH3:8])=[CH:4][CH:3]=3)[CH:10]=[CH:11]4)[CH2:20][CH2:21]2)[CH:26]=1)=[O:36]. (10) The product is: [CH3:11][NH:12][CH2:13][CH2:3][C:2]([C:5]1[O:6][CH:7]=[CH:8][CH:9]=1)=[O:4]. Given the reactants Cl.[C:2]([C:5]1[O:6][CH:7]=[CH:8][CH:9]=1)(=[O:4])[CH3:3].Cl.[CH3:11][NH2:12].[CH2:13]=O, predict the reaction product.